From a dataset of Forward reaction prediction with 1.9M reactions from USPTO patents (1976-2016). Predict the product of the given reaction. (1) Given the reactants [Cl:1][C:2]1[CH:3]=[C:4]([CH:9]2[C@@H:14]([CH2:15][CH2:16][OH:17])[O:13][CH2:12][CH2:11][N:10]2[C:18](=[O:33])[C:19]2[CH:24]=[C:23]([C:25]([F:28])([F:27])[F:26])[CH:22]=[C:21]([C:29]([F:32])([F:31])[F:30])[CH:20]=2)[CH:5]=[CH:6][C:7]=1[Cl:8].C(N(CC)CC)C.[CH3:41][S:42](Cl)(=[O:44])=[O:43].O, predict the reaction product. The product is: [CH3:41][S:42]([O:17][CH2:16][CH2:15][C@H:14]1[O:13][CH2:12][CH2:11][N:10]([C:18](=[O:33])[C:19]2[CH:20]=[C:21]([C:29]([F:30])([F:31])[F:32])[CH:22]=[C:23]([C:25]([F:26])([F:27])[F:28])[CH:24]=2)[CH:9]1[C:4]1[CH:5]=[CH:6][C:7]([Cl:8])=[C:2]([Cl:1])[CH:3]=1)(=[O:44])=[O:43]. (2) Given the reactants Br[C:2]1[CH:7]=[CH:6][C:5]([O:8][C:9]([F:12])([F:11])[F:10])=[CH:4][CH:3]=1.[Li]CCCC.[C:18]([O:22][C:23]([N:25]1[CH2:30][CH2:29][CH:28]([CH:31]=[O:32])[CH2:27][CH2:26]1)=[O:24])([CH3:21])([CH3:20])[CH3:19], predict the reaction product. The product is: [C:18]([O:22][C:23]([N:25]1[CH2:30][CH2:29][CH:28]([CH:31]([OH:32])[C:2]2[CH:7]=[CH:6][C:5]([O:8][C:9]([F:12])([F:11])[F:10])=[CH:4][CH:3]=2)[CH2:27][CH2:26]1)=[O:24])([CH3:21])([CH3:20])[CH3:19]. (3) Given the reactants F[C:2]1[CH:15]=[C:14]2[C:5]([N:6]3[C:11]([CH2:12][O:13]2)=[N:10][NH:9][C:8](=[O:16])[CH:7]3[CH3:17])=[CH:4][C:3]=1[N+:18]([O-:20])=[O:19].C([O-])([O-])=O.[K+].[K+].[C:27]1([OH:33])[CH:32]=[CH:31][CH:30]=[CH:29][CH:28]=1, predict the reaction product. The product is: [CH3:17][CH:7]1[N:6]2[C:11]([CH2:12][O:13][C:14]3[C:5]2=[CH:4][C:3]([N+:18]([O-:20])=[O:19])=[C:2]([O:33][C:27]2[CH:32]=[CH:31][CH:30]=[CH:29][CH:28]=2)[CH:15]=3)=[N:10][NH:9][C:8]1=[O:16]. (4) Given the reactants [F:1][C:2]1[CH:7]=[CH:6][C:5]([S:8]([N:11]([CH3:30])[CH:12]2[CH2:29][N:16]3[C:17]4[C:22]([C:23]([CH2:24][C:25]([O:27]C)=[O:26])=[C:15]3[CH2:14][CH2:13]2)=[CH:21][CH:20]=[CH:19][CH:18]=4)(=[O:10])=[O:9])=[CH:4][CH:3]=1.CO.[Li+].[OH-].CC(O)=O, predict the reaction product. The product is: [F:1][C:2]1[CH:7]=[CH:6][C:5]([S:8]([N:11]([CH3:30])[CH:12]2[CH2:29][N:16]3[C:17]4[C:22]([C:23]([CH2:24][C:25]([OH:27])=[O:26])=[C:15]3[CH2:14][CH2:13]2)=[CH:21][CH:20]=[CH:19][CH:18]=4)(=[O:9])=[O:10])=[CH:4][CH:3]=1. (5) Given the reactants [Br:1][C:2]1[CH:3]=[C:4]([CH:8]=[CH:9][CH:10]=1)[C:5](O)=O.[CH2:11]([C:14]1[S:15][CH:16]=[CH:17][CH:18]=1)[CH2:12][CH3:13], predict the reaction product. The product is: [Br:1][C:2]1[CH:3]=[C:4]([CH2:5][C:16]2[S:15][C:14]([CH2:11][CH2:12][CH3:13])=[CH:18][CH:17]=2)[CH:8]=[CH:9][CH:10]=1. (6) Given the reactants [C:1]([O:5][C:6]([CH2:8][N:9]([S:23]([C:26]1[CH:31]=[C:30]([Cl:32])[CH:29]=[C:28]([Cl:33])[CH:27]=1)(=[O:25])=[O:24])[C:10]1[CH:22]=[CH:21][C:13]2[S:14][C:15]([C:17]([O:19]C)=O)=[CH:16][C:12]=2[CH:11]=1)=[O:7])([CH3:4])([CH3:3])[CH3:2].[NH3:34], predict the reaction product. The product is: [C:17]([C:15]1[S:14][C:13]2[CH:21]=[CH:22][C:10]([N:9]([CH2:8][C:6]([O:5][C:1]([CH3:3])([CH3:2])[CH3:4])=[O:7])[S:23]([C:26]3[CH:27]=[C:28]([Cl:33])[CH:29]=[C:30]([Cl:32])[CH:31]=3)(=[O:24])=[O:25])=[CH:11][C:12]=2[CH:16]=1)(=[O:19])[NH2:34]. (7) Given the reactants [CH3:1][O:2][C:3]1[CH:4]=[C:5]2[C:10](=[CH:11][C:12]=1[O:13][CH3:14])[N:9]=[CH:8][CH:7]=[C:6]2[O:15][C:16]1[CH:22]=[CH:21][C:19]([NH2:20])=[C:18]([F:23])[CH:17]=1.C(N(CC)CC)C.[Cl:31]C(Cl)(O[C:35](=[O:41])OC(Cl)(Cl)Cl)Cl.[NH2:43][C:44]1[S:45][CH:46]=[C:47]([CH3:49])[N:48]=1, predict the reaction product. The product is: [ClH:31].[CH3:1][O:2][C:3]1[CH:4]=[C:5]2[C:10](=[CH:11][C:12]=1[O:13][CH3:14])[N:9]=[CH:8][CH:7]=[C:6]2[O:15][C:16]1[CH:22]=[CH:21][C:19]([NH:20][C:35]([NH:43][C:44]2[S:45][CH:46]=[C:47]([CH3:49])[N:48]=2)=[O:41])=[C:18]([F:23])[CH:17]=1. (8) Given the reactants [C:1]([C:4]1[CH:12]=[CH:11][CH:10]=[C:9]2[C:5]=1[CH2:6][C:7](=[O:13])[NH:8]2)([OH:3])=O.[Cl:14][C:15]1[CH:16]=[C:17]([NH2:23])[CH:18]=[CH:19][C:20]=1[O:21][CH3:22].F[P-](F)(F)(F)(F)F.N1(O[P+](N(C)C)(N(C)C)N(C)C)C2C=CC=CC=2N=N1, predict the reaction product. The product is: [Cl:14][C:15]1[CH:16]=[C:17]([NH:23][C:1]([C:4]2[C:5]3[CH2:6][C:7](=[O:13])[NH:8][C:9]=3[CH:10]=[CH:11][CH:12]=2)=[O:3])[CH:18]=[CH:19][C:20]=1[O:21][CH3:22]. (9) Given the reactants [H-].[Na+].[CH:3]1([C:9]2[C:10]3[CH:11]=[CH:12][C:13]([C:28]([O:30][CH3:31])=[O:29])=[CH:14][C:15]=3[N:16]3[C:22]=2[C:21]2[CH:23]=[CH:24][CH:25]=[CH:26][C:20]=2[NH:19][C:18](=[O:27])[CH2:17]3)[CH2:8][CH2:7][CH2:6][CH2:5][CH2:4]1.Cl[CH2:33][C:34]([N:36]([CH3:38])[CH3:37])=[O:35], predict the reaction product. The product is: [CH:3]1([C:9]2[C:10]3[CH:11]=[CH:12][C:13]([C:28]([O:30][CH3:31])=[O:29])=[CH:14][C:15]=3[N:16]3[C:22]=2[C:21]2[CH:23]=[CH:24][CH:25]=[CH:26][C:20]=2[N:19]([CH2:33][C:34]([N:36]([CH3:38])[CH3:37])=[O:35])[C:18](=[O:27])[CH2:17]3)[CH2:4][CH2:5][CH2:6][CH2:7][CH2:8]1.